From a dataset of CYP2C9 inhibition data for predicting drug metabolism from PubChem BioAssay. Regression/Classification. Given a drug SMILES string, predict its absorption, distribution, metabolism, or excretion properties. Task type varies by dataset: regression for continuous measurements (e.g., permeability, clearance, half-life) or binary classification for categorical outcomes (e.g., BBB penetration, CYP inhibition). Dataset: cyp2c9_veith. (1) The drug is CC(C)NC(=O)c1n[nH]c(=O)c2ccccc12. The result is 0 (non-inhibitor). (2) The compound is CC(C)(C)N1C(=O)[C@H]2CC[C@@H]3/C(=N\NC(=O)OCc4ccccc4)C[C@@H](O)[C@@H](O)[C@@H]3[C@@H]2C1=O. The result is 0 (non-inhibitor). (3) The drug is COC(=O)C1=C(C)NC(C)=C(C(=O)OCCSc2ccccc2)[C@@H]1C. The result is 1 (inhibitor). (4) The compound is O[C@@H](Cc1ccncc1)C(Cl)(Cl)Cl. The result is 1 (inhibitor). (5) The molecule is N[C@@H]1CCc2cc(O)c(O)cc2C1. The result is 0 (non-inhibitor). (6) The compound is O=C(O)c1cc([N+](=O)[O-])ccc1NCCCc1ccccc1. The result is 1 (inhibitor). (7) The result is 0 (non-inhibitor). The molecule is O=S(=O)(c1cccc2ncccc12)N1CCNCC1. (8) The compound is COc1ccc(NC(=O)COC(=O)Cn2c(C)nc3ccccc32)cc1OC. The result is 0 (non-inhibitor). (9) The molecule is Cc1ccsc1/C=N/Nc1nc(Cl)c(Cl)cc1Cl. The result is 0 (non-inhibitor).